Dataset: Forward reaction prediction with 1.9M reactions from USPTO patents (1976-2016). Task: Predict the product of the given reaction. (1) The product is: [CH3:1][N:2]([C:10]([O:12][C:13]([CH3:16])([CH3:15])[CH3:14])=[O:11])[O:3][CH2:4][CH2:5][O:6][CH2:7][CH2:8][O:9][S:30]([C:27]1[CH:28]=[CH:29][C:24]([CH3:34])=[CH:25][CH:26]=1)(=[O:32])=[O:31]. Given the reactants [CH3:1][N:2]([C:10]([O:12][C:13]([CH3:16])([CH3:15])[CH3:14])=[O:11])[O:3][CH2:4][CH2:5][O:6][CH2:7][CH2:8][OH:9].C(N(CC)CC)C.[C:24]1([CH3:34])[CH:29]=[CH:28][C:27]([S:30](Cl)(=[O:32])=[O:31])=[CH:26][CH:25]=1.CCCCCC.C(OC(=O)C)C, predict the reaction product. (2) Given the reactants [N:1]1[C:10]2[C:5](=[CH:6][C:7]([OH:11])=[CH:8][CH:9]=2)[CH:4]=[CH:3][C:2]=1O.P(Cl)(Cl)([Cl:15])=O, predict the reaction product. The product is: [Cl:15][C:2]1[CH:3]=[CH:4][C:5]2[C:10](=[CH:9][CH:8]=[C:7]([OH:11])[CH:6]=2)[N:1]=1. (3) Given the reactants [CH3:1][N:2]1[CH:6]=[C:5]([NH:7][C:8]([NH:10][C:11]2[CH:16]=[CH:15][C:14]([O:17][C:18]([F:21])([F:20])[F:19])=[CH:13][CH:12]=2)=[O:9])[CH:4]=[C:3]1[C:22]([O:24]CC)=[O:23].[OH-].[Li+], predict the reaction product. The product is: [CH3:1][N:2]1[CH:6]=[C:5]([NH:7][C:8]([NH:10][C:11]2[CH:12]=[CH:13][C:14]([O:17][C:18]([F:20])([F:21])[F:19])=[CH:15][CH:16]=2)=[O:9])[CH:4]=[C:3]1[C:22]([OH:24])=[O:23]. (4) Given the reactants [CH3:1][C:2]1[C:9]([N+:10]([O-:12])=[O:11])=[CH:8][CH:7]=[CH:6][C:3]=1[CH2:4][OH:5].ClCCl.C(N(CC)CC)C.[S:23](Cl)([CH3:26])(=[O:25])=[O:24], predict the reaction product. The product is: [CH3:26][S:23]([O:5][CH2:4][C:3]1[CH:6]=[CH:7][CH:8]=[C:9]([N+:10]([O-:12])=[O:11])[C:2]=1[CH3:1])(=[O:25])=[O:24]. (5) The product is: [Cl:7][C:8]1[CH:16]=[CH:15][C:14]([N:17]2[CH:21]=[CH:20][CH:19]=[N:18]2)=[CH:13][C:9]=1[C:10]([NH:12][C:1](=[O:5])[NH:36][C:34]1[S:35][C:31]2[CH:30]=[C:29]([S:26]([CH2:25][CH2:24][CH2:23][I:22])(=[O:27])=[O:28])[CH:38]=[CH:37][C:32]=2[N:33]=1)=[O:11]. Given the reactants [C:1](Cl)(=[O:5])C(Cl)=O.[Cl:7][C:8]1[CH:16]=[CH:15][C:14]([N:17]2[CH:21]=[CH:20][CH:19]=[N:18]2)=[CH:13][C:9]=1[C:10]([NH2:12])=[O:11].[I:22][CH2:23][CH2:24][CH2:25][S:26]([C:29]1[CH:38]=[CH:37][C:32]2[N:33]=[C:34]([NH2:36])[S:35][C:31]=2[CH:30]=1)(=[O:28])=[O:27].[I-].[Na+], predict the reaction product.